Dataset: NCI-60 drug combinations with 297,098 pairs across 59 cell lines. Task: Regression. Given two drug SMILES strings and cell line genomic features, predict the synergy score measuring deviation from expected non-interaction effect. (1) Drug 1: C1=CC(=C2C(=C1NCCNCCO)C(=O)C3=C(C=CC(=C3C2=O)O)O)NCCNCCO. Drug 2: CC(C1=C(C=CC(=C1Cl)F)Cl)OC2=C(N=CC(=C2)C3=CN(N=C3)C4CCNCC4)N. Cell line: COLO 205. Synergy scores: CSS=50.2, Synergy_ZIP=4.47, Synergy_Bliss=1.40, Synergy_Loewe=-9.01, Synergy_HSA=1.32. (2) Drug 1: C1=C(C(=O)NC(=O)N1)F. Drug 2: C1=CC=C(C(=C1)C(C2=CC=C(C=C2)Cl)C(Cl)Cl)Cl. Cell line: U251. Synergy scores: CSS=34.3, Synergy_ZIP=-2.04, Synergy_Bliss=-3.95, Synergy_Loewe=-11.0, Synergy_HSA=-3.28. (3) Drug 1: CCN(CC)CCNC(=O)C1=C(NC(=C1C)C=C2C3=C(C=CC(=C3)F)NC2=O)C. Drug 2: C1CN1C2=NC(=NC(=N2)N3CC3)N4CC4. Cell line: MOLT-4. Synergy scores: CSS=65.2, Synergy_ZIP=-0.00400, Synergy_Bliss=-0.656, Synergy_Loewe=-19.6, Synergy_HSA=-1.57. (4) Drug 1: C1CN1P(=S)(N2CC2)N3CC3. Drug 2: C1C(C(OC1N2C=C(C(=O)NC2=O)F)CO)O. Cell line: UACC-257. Synergy scores: CSS=6.01, Synergy_ZIP=-3.29, Synergy_Bliss=-1.69, Synergy_Loewe=-0.618, Synergy_HSA=-0.0899. (5) Drug 1: C1=NNC2=C1C(=O)NC=N2. Drug 2: CC1C(C(CC(O1)OC2CC(CC3=C2C(=C4C(=C3O)C(=O)C5=C(C4=O)C(=CC=C5)OC)O)(C(=O)CO)O)N)O.Cl. Cell line: HT29. Synergy scores: CSS=37.8, Synergy_ZIP=-0.392, Synergy_Bliss=-0.944, Synergy_Loewe=-37.2, Synergy_HSA=-0.415. (6) Drug 1: CC1=C(C(=CC=C1)Cl)NC(=O)C2=CN=C(S2)NC3=CC(=NC(=N3)C)N4CCN(CC4)CCO. Drug 2: CS(=O)(=O)CCNCC1=CC=C(O1)C2=CC3=C(C=C2)N=CN=C3NC4=CC(=C(C=C4)OCC5=CC(=CC=C5)F)Cl. Cell line: TK-10. Synergy scores: CSS=13.6, Synergy_ZIP=-3.06, Synergy_Bliss=4.56, Synergy_Loewe=4.22, Synergy_HSA=5.43.